Dataset: Reaction yield outcomes from USPTO patents with 853,638 reactions. Task: Predict the reaction yield, written as a fraction of the theoretical maximum amount of product (1.0 means a 100% yield; for example, 0.34 means a 34% yield). (1) The reactants are Cl[C:2]1[N:7]=[C:6]([NH:8][C:9]([C:11]2([C:14]3[CH:24]=[CH:23][C:17]4[O:18][C:19]([F:22])([F:21])[O:20][C:16]=4[CH:15]=3)[CH2:13][CH2:12]2)=[O:10])[CH:5]=[C:4]([CH3:25])[CH:3]=1.[CH3:26][O:27][C:28]1[N:33]=[C:32]([CH3:34])[C:31](B2OC(C)(C)C(C)(C)O2)=[CH:30][CH:29]=1.C([O-])([O-])=O.[Na+].[Na+]. The catalyst is COCCOC.C1C=CC([P]([Pd]([P](C2C=CC=CC=2)(C2C=CC=CC=2)C2C=CC=CC=2)([P](C2C=CC=CC=2)(C2C=CC=CC=2)C2C=CC=CC=2)[P](C2C=CC=CC=2)(C2C=CC=CC=2)C2C=CC=CC=2)(C2C=CC=CC=2)C2C=CC=CC=2)=CC=1. The product is [F:21][C:19]1([F:22])[O:18][C:17]2[CH:23]=[CH:24][C:14]([C:11]3([C:9]([NH:8][C:6]4[N:7]=[C:2]([C:31]5[C:32]([CH3:34])=[N:33][C:28]([O:27][CH3:26])=[CH:29][CH:30]=5)[CH:3]=[C:4]([CH3:25])[CH:5]=4)=[O:10])[CH2:13][CH2:12]3)=[CH:15][C:16]=2[O:20]1. The yield is 0.610. (2) The reactants are [N:1]12[CH2:9][CH2:8][CH:5]([CH2:6][CH2:7]1)[NH:4][C:3](=O)[CH2:2]2.O1CCOCC1. The yield is 0.780. The catalyst is O. The product is [N:1]12[CH2:9][CH2:8][CH:5]([CH2:6][CH2:7]1)[NH:4][CH2:3][CH2:2]2. (3) The reactants are [Cl:1][C:2]1[CH:3]=[C:4]([C:8](=[O:21])[CH:9]([CH3:20])[CH2:10][N:11](C)[C:12](=O)OC(C)(C)C)[CH:5]=[CH:6][CH:7]=1.[H-].[H-].[H-].[H-].[Li+].[Al+3]. The catalyst is C1COCC1.C(OCC)(=O)C. The product is [Cl:1][C:2]1[CH:3]=[C:4]([CH:8]([OH:21])[CH:9]([CH3:20])[CH2:10][NH:11][CH3:12])[CH:5]=[CH:6][CH:7]=1. The yield is 0.320. (4) The reactants are [NH:1]([C:3](=[O:15])[CH2:4][CH2:5][N:6]([CH3:14])[C:7](=[O:13])[O:8][C:9]([CH3:12])([CH3:11])[CH3:10])[NH2:2].[CH2:16]([O:23][N:24]1[C:30](=[O:31])[N:29]2[CH2:32][C@H:25]1[CH2:26][CH2:27][C@H:28]2[C:33](O)=[O:34])[C:17]1[CH:22]=[CH:21][CH:20]=[CH:19][CH:18]=1.CN(C(ON1N=NC2C=CC=NC1=2)=[N+](C)C)C.F[P-](F)(F)(F)(F)F.CCN(C(C)C)C(C)C. The catalyst is CN(C=O)C. The product is [CH2:16]([O:23][N:24]1[C:30](=[O:31])[N:29]2[CH2:32][C@H:25]1[CH2:26][CH2:27][C@H:28]2[C:33]([NH:2][NH:1][C:3](=[O:15])[CH2:4][CH2:5][N:6]([CH3:14])[C:7](=[O:13])[O:8][C:9]([CH3:10])([CH3:11])[CH3:12])=[O:34])[C:17]1[CH:18]=[CH:19][CH:20]=[CH:21][CH:22]=1. The yield is 0.780. (5) The yield is 0.740. The catalyst is CN(C)C=O. The reactants are [CH2:1]([O:3][C:4]([C:6]1[C:14]2[CH2:13][CH2:12][C:11](=CN(C)C)[C:10](=O)[C:9]=2[N:8]([CH3:20])[N:7]=1)=[O:5])[CH3:2].[C:21]([O-])(=O)C.[K+].S(O)(O)(=O)=O.[CH3:31][NH:32][C:33](=[NH:35])[SH:34]. The product is [CH3:20][N:8]1[C:9]2[C:10]3[N:35]=[C:33]([S:34][CH3:21])[N:32]=[CH:31][C:11]=3[CH2:12][CH2:13][C:14]=2[C:6]([C:4]([O:3][CH2:1][CH3:2])=[O:5])=[N:7]1.